Predict which catalyst facilitates the given reaction. From a dataset of Catalyst prediction with 721,799 reactions and 888 catalyst types from USPTO. (1) Reactant: Cl[C:2]1[C:3]([C:27]#[N:28])=[C:4]([N:11](CC2C=CC(OC)=CC=2)[C:12]2[CH:17]=[CH:16][CH:15]=[CH:14][CH:13]=2)[C:5]2[N:6]([CH:8]=[CH:9][N:10]=2)[N:7]=1.[C@H:29]1([NH2:36])[CH2:34][CH2:33][C@H:32]([NH2:35])[CH2:31][CH2:30]1.C(=O)([O-])[O-].[Cs+].[Cs+].C(O)(C(F)(F)F)=O. Product: [NH2:35][C@H:32]1[CH2:33][CH2:34][C@H:29]([NH:36][C:2]2[C:3]([C:27]#[N:28])=[C:4]([NH:11][C:12]3[CH:13]=[CH:14][CH:15]=[CH:16][CH:17]=3)[C:5]3[N:6]([CH:8]=[CH:9][N:10]=3)[N:7]=2)[CH2:30][CH2:31]1. The catalyst class is: 318. (2) Reactant: Cl.[Cl:2][C:3]1[CH:4]=[C:5]([N:9]2[C:13]([CH2:14][NH2:15])=[CH:12][C:11]([C:16]([F:19])([F:18])[F:17])=[N:10]2)[CH:6]=[CH:7][CH:8]=1.[F:20][C:21]1[CH:22]=[C:23]([NH:31][C:32](=O)[O:33]C2C=CC=CC=2)[CH:24]=[CH:25][C:26]=1[C:27]1([OH:30])[CH2:29][CH2:28]1. Product: [Cl:2][C:3]1[CH:4]=[C:5]([N:9]2[C:13]([CH2:14][NH:15][C:32]([NH:31][C:23]3[CH:24]=[CH:25][C:26]([C:27]4([OH:30])[CH2:28][CH2:29]4)=[C:21]([F:20])[CH:22]=3)=[O:33])=[CH:12][C:11]([C:16]([F:17])([F:18])[F:19])=[N:10]2)[CH:6]=[CH:7][CH:8]=1. The catalyst class is: 2. (3) Reactant: [CH3:1][S:2]([C:5]1[CH:6]=[C:7]([NH:11][NH2:12])[CH:8]=[CH:9][CH:10]=1)(=[O:4])=[O:3].C(O[CH:16]=[C:17]([C:23]#[N:24])[C:18]([O:20][CH2:21][CH3:22])=[O:19])C. Product: [CH2:21]([O:20][C:18]([C:17]1[CH:16]=[N:12][N:11]([C:7]2[CH:8]=[CH:9][CH:10]=[C:5]([S:2]([CH3:1])(=[O:4])=[O:3])[CH:6]=2)[C:23]=1[NH2:24])=[O:19])[CH3:22]. The catalyst class is: 14. (4) Reactant: [Cl:1][C:2]1[CH:10]=[CH:9][C:8]([C:11]2[N:12]([C:22]([O:24][C:25]([CH3:28])([CH3:27])[CH3:26])=[O:23])[C:13]3[C:18]([CH:19]=2)=[CH:17][C:16]([CH:20]=O)=[CH:15][CH:14]=3)=[C:7]2[C:3]=1[CH2:4][NH:5][C:6]2=[O:29].[NH2:30][CH2:31][C:32]([CH3:36])([CH3:35])[CH2:33][OH:34].C(O[BH-](OC(=O)C)OC(=O)C)(=O)C.[Na+]. Product: [Cl:1][C:2]1[CH:10]=[CH:9][C:8]([C:11]2[N:12]([C:22]([O:24][C:25]([CH3:27])([CH3:26])[CH3:28])=[O:23])[C:13]3[C:18]([CH:19]=2)=[CH:17][C:16]([CH2:20][NH:30][CH2:31][C:32]([CH3:36])([CH3:35])[CH2:33][OH:34])=[CH:15][CH:14]=3)=[C:7]2[C:3]=1[CH2:4][NH:5][C:6]2=[O:29]. The catalyst class is: 4. (5) Reactant: [Cl:1][CH2:2][CH2:3][CH2:4][O:5][C:6]1[CH:11]=[CH:10][C:9]([C:12](=[S:14])[NH2:13])=[CH:8][CH:7]=1.Cl[CH:16](OCC)[CH2:17]CCl.ClCCl. Product: [Cl:1][CH2:2][CH2:3][CH2:4][O:5][C:6]1[CH:11]=[CH:10][C:9]([C:12]2[S:14][CH:16]=[CH:17][N:13]=2)=[CH:8][CH:7]=1. The catalyst class is: 8.